Dataset: Reaction yield outcomes from USPTO patents with 853,638 reactions. Task: Predict the reaction yield, written as a fraction of the theoretical maximum amount of product (1.0 means a 100% yield; for example, 0.34 means a 34% yield). (1) The reactants are Br[C:2]1[C:3]2[C:8]([CH:9]=[C:10]3[C:15]=1[CH:14]=[CH:13][CH:12]=[CH:11]3)=[CH:7][CH:6]=[CH:5][CH:4]=2.[C:16]1(B(O)O)[CH:21]=[CH:20][CH:19]=[CH:18][CH:17]=1.C(=O)([O-])[O-].[K+].[K+]. The catalyst is C1(C)C=CC=CC=1P(C1C=CC=CC=1C)C1C=CC=CC=1C.COCCOC. The product is [C:16]1([C:2]2[C:3]3[C:8]([CH:9]=[C:10]4[C:15]=2[CH:14]=[CH:13][CH:12]=[CH:11]4)=[CH:7][CH:6]=[CH:5][CH:4]=3)[CH:21]=[CH:20][CH:19]=[CH:18][CH:17]=1. The yield is 0.850. (2) The reactants are [F:1][C:2]1[CH:11]=[C:10]2[C:5]([CH:6]=[C:7]([CH:18]3[CH2:22][CH2:21][CH2:20][NH:19]3)[C:8]([C:12]3[CH:13]=[N:14][CH:15]=[CH:16][CH:17]=3)=[N:9]2)=[CH:4][CH:3]=1.CCN(C(C)C)C(C)C.Cl[C:33]1[N:41]=[CH:40][N:39]=[C:38]2[C:34]=1[NH:35][CH:36]=[N:37]2. The catalyst is CCCCO. The product is [N:41]1[C:33]([N:19]2[CH2:20][CH2:21][CH2:22][CH:18]2[C:7]2[C:8]([C:12]3[CH:13]=[N:14][CH:15]=[CH:16][CH:17]=3)=[N:9][C:10]3[C:5]([CH:6]=2)=[CH:4][CH:3]=[C:2]([F:1])[CH:11]=3)=[C:34]2[C:38]([NH:37][CH:36]=[N:35]2)=[N:39][CH:40]=1. The yield is 0.530.